Dataset: Full USPTO retrosynthesis dataset with 1.9M reactions from patents (1976-2016). Task: Predict the reactants needed to synthesize the given product. Given the product [C:11]1([S:8]([C:5]2[CH:6]=[CH:7][C:2]([NH:1][CH2:26][C:25]([Br:24])([CH3:30])[CH3:29])=[C:3]([OH:17])[CH:4]=2)(=[O:10])=[O:9])[CH:16]=[CH:15][CH:14]=[CH:13][CH:12]=1, predict the reactants needed to synthesize it. The reactants are: [NH2:1][C:2]1[CH:7]=[CH:6][C:5]([S:8]([C:11]2[CH:16]=[CH:15][CH:14]=[CH:13][CH:12]=2)(=[O:10])=[O:9])=[CH:4][C:3]=1[OH:17].N1C=CC=CC=1.[Br:24][C:25]([CH3:30])([CH3:29])[C:26](Cl)=O.